Predict the product of the given reaction. From a dataset of Forward reaction prediction with 1.9M reactions from USPTO patents (1976-2016). (1) Given the reactants [F:1][C:2]1[CH:42]=[C:41]([F:43])[CH:40]=[CH:39][C:3]=1[CH2:4][N:5]([CH2:18][C:19]1[CH:38]=[CH:37][C:22]([O:23][C:24]2[CH:25]=[C:26]([CH:34]=[CH:35][CH:36]=2)[O:27][CH2:28][CH2:29][CH2:30][C:31](O)=[O:32])=[CH:21][CH:20]=1)[C:6]1[CH:11]=[CH:10][CH:9]=[C:8]([NH:12][S:13]([CH3:16])(=[O:15])=[O:14])[C:7]=1[CH3:17].Cl.C([O:47][C:48](=[O:52])[CH2:49][CH2:50][NH2:51])C, predict the reaction product. The product is: [F:1][C:2]1[CH:42]=[C:41]([F:43])[CH:40]=[CH:39][C:3]=1[CH2:4][N:5]([CH2:18][C:19]1[CH:38]=[CH:37][C:22]([O:23][C:24]2[CH:25]=[C:26]([CH:34]=[CH:35][CH:36]=2)[O:27][CH2:28][CH2:29][CH2:30][C:31]([NH:51][CH2:50][CH2:49][C:48]([OH:47])=[O:52])=[O:32])=[CH:21][CH:20]=1)[C:6]1[CH:11]=[CH:10][CH:9]=[C:8]([NH:12][S:13]([CH3:16])(=[O:15])=[O:14])[C:7]=1[CH3:17]. (2) Given the reactants [N+:1]([C:4]1[CH:5]=[N:6][C:7]([NH:10][C:11]2[CH:12]=[N:13][CH:14]=[CH:15][CH:16]=2)=[N:8][CH:9]=1)([O-])=O, predict the reaction product. The product is: [N:13]1[CH:14]=[CH:15][CH:16]=[C:11]([NH:10][C:7]2[N:6]=[CH:5][C:4]([NH2:1])=[CH:9][N:8]=2)[CH:12]=1. (3) Given the reactants C[O:2][C:3]([C:5]1[C:30](=[O:31])[NH:29][C:8]2[N:9]=[CH:10][N:11]=[C:12]([NH:13][C:14]3[CH:19]=[CH:18][C:17]([NH:20][C:21](=[O:28])[C:22]4[CH:27]=[CH:26][CH:25]=[CH:24][CH:23]=4)=[CH:16][CH:15]=3)[C:7]=2[CH:6]=1)=[O:4].[OH-].[Na+], predict the reaction product. The product is: [C:21]([NH:20][C:17]1[CH:16]=[CH:15][C:14]([NH:13][C:12]2[C:7]3[CH:6]=[C:5]([C:3]([OH:4])=[O:2])[C:30](=[O:31])[NH:29][C:8]=3[N:9]=[CH:10][N:11]=2)=[CH:19][CH:18]=1)(=[O:28])[C:22]1[CH:27]=[CH:26][CH:25]=[CH:24][CH:23]=1. (4) Given the reactants [F:1][C:2]1[CH:7]=[CH:6][C:5]([CH2:8][C:9]([NH:12]C=O)([CH3:11])[CH3:10])=[CH:4][C:3]=1[C:15]([F:18])([F:17])[F:16].Cl.C(=O)([O-])[O-].[K+].[K+], predict the reaction product. The product is: [F:1][C:2]1[CH:7]=[CH:6][C:5]([CH2:8][C:9]([NH2:12])([CH3:10])[CH3:11])=[CH:4][C:3]=1[C:15]([F:16])([F:17])[F:18]. (5) Given the reactants [F:1][C:2]1[CH:3]=[CH:4][C:5]2[N:6]([C:8](I)=[C:9]([C@@H:11]([NH:13][C:14](=[O:23])[O:15][CH2:16][C:17]3[CH:22]=[CH:21][CH:20]=[CH:19][CH:18]=3)[CH3:12])[N:10]=2)[CH:7]=1.[N:25]1[CH:30]=[CH:29][CH:28]=[C:27](B(O)O)[CH:26]=1.[F-].[Cs+].O, predict the reaction product. The product is: [F:1][C:2]1[CH:3]=[CH:4][C:5]2[N:6]([C:8]([C:27]3[CH:26]=[N:25][CH:30]=[CH:29][CH:28]=3)=[C:9]([C@@H:11]([NH:13][C:14](=[O:23])[O:15][CH2:16][C:17]3[CH:22]=[CH:21][CH:20]=[CH:19][CH:18]=3)[CH3:12])[N:10]=2)[CH:7]=1. (6) Given the reactants [CH2:1]([O:8][N:9]1[C:18]2[C:13](=[CH:14][C:15](Br)=[CH:16][N:17]=2)[C:12]([NH:20][CH2:21][C:22]2[CH:27]=[CH:26][C:25]([O:28][CH3:29])=[CH:24][C:23]=2[O:30][CH3:31])=[C:11]([C:32]([NH:34][CH2:35][C:36]2[CH:41]=[CH:40][C:39]([F:42])=[CH:38][C:37]=2[F:43])=[O:33])[C:10]1=[O:44])[C:2]1[CH:7]=[CH:6][CH:5]=[CH:4][CH:3]=1.[CH2:45]([OH:53])[CH2:46][CH2:47][CH2:48][CH2:49][CH2:50][C:51]#[CH:52], predict the reaction product. The product is: [CH2:1]([O:8][N:9]1[C:18]2[C:13](=[CH:14][C:15]([C:52]#[C:51][CH2:50][CH2:49][CH2:48][CH2:47][CH2:46][CH2:45][OH:53])=[CH:16][N:17]=2)[C:12]([NH:20][CH2:21][C:22]2[CH:27]=[CH:26][C:25]([O:28][CH3:29])=[CH:24][C:23]=2[O:30][CH3:31])=[C:11]([C:32]([NH:34][CH2:35][C:36]2[CH:41]=[CH:40][C:39]([F:42])=[CH:38][C:37]=2[F:43])=[O:33])[C:10]1=[O:44])[C:2]1[CH:7]=[CH:6][CH:5]=[CH:4][CH:3]=1.